Dataset: Forward reaction prediction with 1.9M reactions from USPTO patents (1976-2016). Task: Predict the product of the given reaction. Given the reactants Cl.Cl.Cl.[O:4]1[C:8]2[CH:9]=[CH:10][CH:11]=[C:12]([N:13]3[CH2:18][CH2:17][N:16]([CH2:19][CH2:20][C@H:21]4[CH2:26][CH2:25][C@H:24]([NH2:27])[CH2:23][CH2:22]4)[CH2:15][CH2:14]3)[C:7]=2[O:6][CH2:5]1.[O:28]1[CH2:33][CH2:32][CH:31]([C:34](O)=[O:35])[CH2:30][CH2:29]1, predict the reaction product. The product is: [O:4]1[C:8]2[CH:9]=[CH:10][CH:11]=[C:12]([N:13]3[CH2:18][CH2:17][N:16]([CH2:19][CH2:20][C@H:21]4[CH2:26][CH2:25][C@H:24]([NH:27][C:34]([CH:31]5[CH2:32][CH2:33][O:28][CH2:29][CH2:30]5)=[O:35])[CH2:23][CH2:22]4)[CH2:15][CH2:14]3)[C:7]=2[O:6][CH2:5]1.